Dataset: Forward reaction prediction with 1.9M reactions from USPTO patents (1976-2016). Task: Predict the product of the given reaction. (1) Given the reactants ClC1C(OC2C=CC(OC(F)(F)F)=C(Cl)C=2)=CC(F)=C(C=1)C(OC(C)(C)C)=O.[Cl:29][C:30]1[CH:31]=[C:32]([O:40][C:41]2[C:53]([C:54]3([OH:58])[CH2:57][O:56][CH2:55]3)=[CH:52][C:44]([C:45]([O:47]C(C)(C)C)=[O:46])=[C:43]([F:59])[CH:42]=2)[CH:33]=[N:34][C:35]=1[O:36][CH:37]([CH3:39])[CH3:38], predict the reaction product. The product is: [Cl:29][C:30]1[CH:31]=[C:32]([O:40][C:41]2[C:53]([C:54]3([OH:58])[CH2:55][O:56][CH2:57]3)=[CH:52][C:44]([C:45]([OH:47])=[O:46])=[C:43]([F:59])[CH:42]=2)[CH:33]=[N:34][C:35]=1[O:36][CH:37]([CH3:39])[CH3:38]. (2) Given the reactants [CH:1]([C:3]1[N:8]=[C:7]([C:9]([OH:11])=[O:10])[CH:6]=[CH:5][CH:4]=1)=O.[CH3:12][NH:13][CH3:14].C(O)(=O)C.C(O[BH-](OC(=O)C)OC(=O)C)(=O)C.[Na+], predict the reaction product. The product is: [CH3:12][N:13]([CH2:1][C:3]1[N:8]=[C:7]([C:9]([OH:11])=[O:10])[CH:6]=[CH:5][CH:4]=1)[CH3:14]. (3) The product is: [Cl:1][C:2]1[CH:22]=[CH:21][C:5]([CH2:6][N:7]2[CH:12]=[C:11]([C:13]3[CH:18]=[CH:17][C:16]([O:19][CH2:31][C:32](=[O:34])[CH3:33])=[CH:15][CH:14]=3)[CH:10]=[CH:9][C:8]2=[O:20])=[C:4]([F:23])[CH:3]=1. Given the reactants [Cl:1][C:2]1[CH:22]=[CH:21][C:5]([CH2:6][N:7]2[CH:12]=[C:11]([C:13]3[CH:18]=[CH:17][C:16]([OH:19])=[CH:15][CH:14]=3)[CH:10]=[CH:9][C:8]2=[O:20])=[C:4]([F:23])[CH:3]=1.C([O-])([O-])=O.[K+].[K+].Cl[CH2:31][C:32](=[O:34])[CH3:33], predict the reaction product. (4) Given the reactants [CH3:1][CH:2]([CH3:9])[CH2:3][CH:4]=[CH:5][C:6]([OH:8])=O.S(Cl)(Cl)=O.[CH2:14]([NH:16][CH2:17][CH3:18])[CH3:15], predict the reaction product. The product is: [CH2:14]([N:16]([CH2:17][CH3:18])[C:6](=[O:8])[CH:5]=[CH:4][CH2:3][CH:2]([CH3:1])[CH3:9])[CH3:15].